This data is from CYP2C9 inhibition data for predicting drug metabolism from PubChem BioAssay. The task is: Regression/Classification. Given a drug SMILES string, predict its absorption, distribution, metabolism, or excretion properties. Task type varies by dataset: regression for continuous measurements (e.g., permeability, clearance, half-life) or binary classification for categorical outcomes (e.g., BBB penetration, CYP inhibition). Dataset: cyp2c9_veith. The compound is Cc1nn(CCc2n[nH]c(=S)n2-c2ccc(F)c(Cl)c2)c(C)c1[N+](=O)[O-]. The result is 0 (non-inhibitor).